Task: Predict the product of the given reaction.. Dataset: Forward reaction prediction with 1.9M reactions from USPTO patents (1976-2016) (1) Given the reactants [OH-].[Li+].[CH3:3][O:4][CH:5]1[CH2:10][CH2:9][N:8]([C:11]2[N:16]=[C:15]([C:17]([NH:19][C:20]3[C:29]([CH3:30])=[CH:28][C:23]([C:24]([O:26]C)=[O:25])=[CH:22][C:21]=3[CH3:31])=[O:18])[C:14]([CH3:32])=[CH:13][CH:12]=2)[CH2:7][CH2:6]1.O.CO, predict the reaction product. The product is: [CH3:3][O:4][CH:5]1[CH2:10][CH2:9][N:8]([C:11]2[N:16]=[C:15]([C:17]([NH:19][C:20]3[C:21]([CH3:31])=[CH:22][C:23]([C:24]([OH:26])=[O:25])=[CH:28][C:29]=3[CH3:30])=[O:18])[C:14]([CH3:32])=[CH:13][CH:12]=2)[CH2:7][CH2:6]1. (2) The product is: [NH:14]1[CH2:15][CH2:16][CH:11]([O:10][CH2:9][CH2:8][N:2]2[CH2:7][CH2:6][CH2:5][CH2:4][CH2:3]2)[CH2:12][CH2:13]1. Given the reactants Cl.[N:2]1([CH2:8][CH2:9][O:10][CH:11]2[CH2:16][CH2:15][N:14](C(OC(C)(C)C)=O)[CH2:13][CH2:12]2)[CH2:7][CH2:6][CH2:5][CH2:4][CH2:3]1, predict the reaction product. (3) Given the reactants [F:1][C:2]1[CH:7]=[CH:6][C:5](Br)=[CH:4][N:3]=1.[CH2:9]([Sn](CCCC)(CCCC)C=C)[CH2:10]CC, predict the reaction product. The product is: [F:1][C:2]1[CH:7]=[CH:6][C:5]([CH:9]=[CH2:10])=[CH:4][N:3]=1. (4) The product is: [CH3:29][N:30]1[CH2:35][CH2:34][N:33]([C:20]([C:19]2[CH:18]=[CH:17][C:16]([CH2:15][O:14][NH:13][C:11](=[O:12])[C:10]3[CH:25]=[CH:26][CH:27]=[CH:28][C:9]=3[NH:8][CH2:7][C:4]3[CH:5]=[CH:6][N:1]=[CH:2][CH:3]=3)=[CH:24][CH:23]=2)=[O:21])[CH2:32][CH2:31]1. Given the reactants [N:1]1[CH:6]=[CH:5][C:4]([CH2:7][NH:8][C:9]2[CH:28]=[CH:27][CH:26]=[CH:25][C:10]=2[C:11]([NH:13][O:14][CH2:15][C:16]2[CH:24]=[CH:23][C:19]([C:20](O)=[O:21])=[CH:18][CH:17]=2)=[O:12])=[CH:3][CH:2]=1.[CH3:29][N:30]1[CH2:35][CH2:34][NH:33][CH2:32][CH2:31]1, predict the reaction product. (5) Given the reactants [CH3:1][O:2][C:3]([C:5]1[CH:10]([C:11]2[CH:16]=[CH:15][C:14]([C:17]#[N:18])=[CH:13][CH:12]=2)[N:9]2[C:19](=[O:23])[N:20]([CH3:22])[N:21]=[C:8]2[NH:7][C:6]=1[CH3:24])=[O:4].[F:25][C:26]([F:37])([F:36])[C:27]1[CH:28]=[C:29](B(O)O)[CH:30]=[CH:31][CH:32]=1.CCN(CC)CC, predict the reaction product. The product is: [CH3:1][O:2][C:3]([C:5]1[CH:10]([C:11]2[CH:12]=[CH:13][C:14]([C:17]#[N:18])=[CH:15][CH:16]=2)[N:9]2[C:19](=[O:23])[N:20]([CH3:22])[N:21]=[C:8]2[N:7]([C:31]2[CH:30]=[CH:29][CH:28]=[C:27]([C:26]([F:37])([F:36])[F:25])[CH:32]=2)[C:6]=1[CH3:24])=[O:4].